From a dataset of Catalyst prediction with 721,799 reactions and 888 catalyst types from USPTO. Predict which catalyst facilitates the given reaction. Reactant: [NH2:1][C:2]1[CH:14]=[CH:13][C:5]2[S:6][C:7]([C:9]([O:11][CH3:12])=[O:10])=[CH:8][C:4]=2[CH:3]=1.[F:15][C:16]([F:29])([F:28])[S:17](O[S:17]([C:16]([F:29])([F:28])[F:15])(=[O:19])=[O:18])(=[O:19])=[O:18].C(N(C(C)C)CC)(C)C.C(=O)([O-])O.[Na+]. Product: [F:15][C:16]([F:29])([F:28])[S:17]([N:1]([S:17]([C:16]([F:15])([F:28])[F:29])(=[O:18])=[O:19])[C:2]1[CH:14]=[CH:13][C:5]2[S:6][C:7]([C:9]([O:11][CH3:12])=[O:10])=[CH:8][C:4]=2[CH:3]=1)(=[O:19])=[O:18]. The catalyst class is: 452.